From a dataset of Catalyst prediction with 721,799 reactions and 888 catalyst types from USPTO. Predict which catalyst facilitates the given reaction. Reactant: [CH3:1][O:2][CH:3]1[CH2:10][CH:9]2[CH:5]([CH2:6][CH:7](OS(C)(=O)=O)[CH2:8]2)[CH2:4]1.[N-:16]=[N+:17]=[N-:18].[Na+]. Product: [CH3:1][O:2][CH:3]1[CH2:10][CH:9]2[CH:5]([CH2:6][CH:7]([N:16]=[N+:17]=[N-:18])[CH2:8]2)[CH2:4]1. The catalyst class is: 9.